Predict the reactants needed to synthesize the given product. From a dataset of Full USPTO retrosynthesis dataset with 1.9M reactions from patents (1976-2016). (1) Given the product [NH2:23][C:8]1[N:7]=[C:6]([O:5][CH2:1][CH2:2][CH2:3][CH3:4])[N:14]=[C:13]2[C:9]=1[NH:10][C:11](=[O:21])[N:12]2[CH2:15][CH:16]1[CH2:20][CH2:19][O:18][CH2:17]1, predict the reactants needed to synthesize it. The reactants are: [CH2:1]([O:5][C:6]1[N:14]=[C:13]2[C:9]([N:10]=[C:11]([O:21]C)[N:12]2[CH2:15][CH:16]2[CH2:20][CH2:19][O:18][CH2:17]2)=[C:8]([NH2:23])[N:7]=1)[CH2:2][CH2:3][CH3:4].Cl.O.C(=O)(O)[O-].[Na+]. (2) Given the product [N:38]1([C:21]2[N:20]=[C:19]([O:18][C:11]3[C:12]4[C:17](=[CH:16][CH:15]=[CH:14][CH:13]=4)[C:8]([NH:7][C:5](=[O:6])[C:4]4[CH:29]=[C:30]([N:32]5[CH2:37][CH2:36][O:35][CH2:34][CH2:33]5)[CH:31]=[C:2]([F:1])[CH:3]=4)=[CH:9][CH:10]=3)[CH:24]=[CH:23][N:22]=2)[CH2:41][CH2:40][CH2:39]1, predict the reactants needed to synthesize it. The reactants are: [F:1][C:2]1[CH:3]=[C:4]([CH:29]=[C:30]([N:32]2[CH2:37][CH2:36][O:35][CH2:34][CH2:33]2)[CH:31]=1)[C:5]([NH:7][C:8]1[C:17]2[C:12](=[CH:13][CH:14]=[CH:15][CH:16]=2)[C:11]([O:18][C:19]2[CH:24]=[CH:23][N:22]=[C:21](S(C)(=O)=O)[N:20]=2)=[CH:10][CH:9]=1)=[O:6].[NH:38]1[CH2:41][CH2:40][CH2:39]1. (3) Given the product [N:24]1([CH:14]([NH:11][C:9](=[O:10])[CH2:8][CH2:7][C:1]2[CH:6]=[CH:5][CH:4]=[CH:3][CH:2]=2)[C:13]([CH3:23])([CH3:12])[CH2:16][C:17]2[CH:22]=[CH:21][CH:20]=[CH:19][CH:18]=2)[C:28]2[CH:29]=[CH:30][CH:31]=[CH:32][C:27]=2[N:26]=[N:25]1, predict the reactants needed to synthesize it. The reactants are: [C:1]1([CH2:7][CH2:8][C:9]([NH2:11])=[O:10])[CH:6]=[CH:5][CH:4]=[CH:3][CH:2]=1.[CH3:12][C:13]([CH3:23])([CH2:16][C:17]1[CH:22]=[CH:21][CH:20]=[CH:19][CH:18]=1)[CH:14]=O.[NH:24]1[C:28]2[CH:29]=[CH:30][CH:31]=[CH:32][C:27]=2[N:26]=[N:25]1.C1(C)C=CC(S(O)(=O)=O)=CC=1. (4) Given the product [CH3:12][C:13]1[CH:14]=[CH:15][C:16]([C@@H:19]([NH:21][C:34]([C@H:33]2[CH2:32][C@@H:36]2[C:5]2[CH:10]=[CH:9][CH:8]=[CH:7][CH:6]=2)=[O:35])[CH3:20])=[N:17][CH:18]=1, predict the reactants needed to synthesize it. The reactants are: ON1[C:6]2[CH:7]=[CH:8][CH:9]=[CH:10][C:5]=2N=N1.Cl.[CH3:12][C:13]1[CH:14]=[CH:15][C:16]([C@@H:19]([NH2:21])[CH3:20])=[N:17][CH:18]=1.C(N(CC)C(C)C)(C)C.O.[CH2:32]1[CH2:36][O:35][CH2:34][CH2:33]1. (5) Given the product [Br:48][C:49]1[CH:50]=[C:51]([CH:60]=[CH:61][CH:62]=1)[O:52][C:53]1[C:58]([O:14][CH2:13][CH2:12][CH2:11][C:10]2[CH:9]=[CH:8][N:7]=[CH:6][C:5]=2[OH:4])=[CH:57][CH:56]=[CH:55][N:54]=1, predict the reactants needed to synthesize it. The reactants are: COC[O:4][C:5]1[CH:6]=[N:7][CH:8]=[CH:9][C:10]=1[CH2:11][CH2:12][CH2:13][OH:14].C1(P(C2C=CC=CC=2)C2C=CC=CC=2)C=CC=CC=1.N(C(OC(C)C)=O)=NC(OC(C)C)=O.[Br:48][C:49]1[CH:50]=[C:51]([CH:60]=[CH:61][CH:62]=1)[O:52][C:53]1[C:58](O)=[CH:57][CH:56]=[CH:55][N:54]=1. (6) Given the product [Cl:44][C:36]1[CH:35]=[CH:34][CH:33]=[CH:38][C:37]=1[CH2:39][O:40][C:41](=[O:42])[NH:21][C:19]1[CH:18]=[N:17][N:16]([CH2:15][C:13]2[N:14]=[C:10]([C:9]([CH3:23])([CH3:22])[O:8][SiH2:7][C:3]([CH3:6])([CH3:4])[CH3:5])[O:11][CH:12]=2)[CH:20]=1, predict the reactants needed to synthesize it. The reactants are: N#N.[C:3]([SiH2:7][O:8][C:9]([CH3:23])([CH3:22])[C:10]1[O:11][CH:12]=[C:13]([CH2:15][N:16]2[CH:20]=[C:19]([NH2:21])[CH:18]=[N:17]2)[N:14]=1)([CH3:6])([CH3:5])[CH3:4].CCN(C(C)C)C(C)C.[CH:33]1[CH:38]=[C:37]([CH2:39][O:40][C:41](Cl)=[O:42])[C:36]([Cl:44])=[CH:35][CH:34]=1. (7) Given the product [Br:2][C:3]1[CH:11]=[CH:10][C:6]([C:7]2[NH:8][C:21]([C@@H:23]3[CH2:28][C@@H:27]4[C@@H:25]([CH2:26]4)[N:24]3[C:29]([O:31][C:32]([CH3:35])([CH3:34])[CH3:33])=[O:30])=[CH:20][N:9]=2)=[CH:5][CH:4]=1, predict the reactants needed to synthesize it. The reactants are: Cl.[Br:2][C:3]1[CH:11]=[CH:10][C:6]([C:7](=[NH:9])[NH2:8])=[CH:5][CH:4]=1.C([O-])([O-])=O.[K+].[K+].O.Cl[CH2:20][C:21]([C@@H:23]1[CH2:28][C@@H:27]2[C@@H:25]([CH2:26]2)[N:24]1[C:29]([O:31][C:32]([CH3:35])([CH3:34])[CH3:33])=[O:30])=O.